The task is: Predict the product of the given reaction.. This data is from Forward reaction prediction with 1.9M reactions from USPTO patents (1976-2016). (1) Given the reactants [OH:1][CH2:2][CH2:3][O:4][C:5]1[CH:18]=[CH:17][C:8]([C:9]([C:11]2[CH:16]=[CH:15][CH:14]=[CH:13][CH:12]=2)=[O:10])=[CH:7][CH:6]=1.C(N(CC)CC)C.[Cl:26][CH2:27][CH2:28][C:29](Cl)=[O:30], predict the reaction product. The product is: [C:9]([C:8]1[CH:17]=[CH:18][C:5]([O:4][CH2:3][CH2:2][O:1][C:29](=[O:30])[CH2:28][CH2:27][Cl:26])=[CH:6][CH:7]=1)(=[O:10])[C:11]1[CH:12]=[CH:13][CH:14]=[CH:15][CH:16]=1. (2) Given the reactants [C:1]([O:5][C:6]([NH:8][C@@H:9]([CH3:16])/[CH:10]=[CH:11]/[C:12]([O:14][CH3:15])=[O:13])=[O:7])([CH3:4])([CH3:3])[CH3:2].C(OC(N[C@H](C)C(N(OC)C)=O)=O)(C)(C)C, predict the reaction product. The product is: [C:1]([O:5][C:6]([NH:8][C@H:9]([CH3:16])/[CH:10]=[CH:11]/[C:12]([O:14][CH3:15])=[O:13])=[O:7])([CH3:4])([CH3:3])[CH3:2]. (3) Given the reactants [F:1][C:2]1[CH:9]=[CH:8][C:5]([CH2:6][NH2:7])=[C:4]([S:10][CH3:11])[CH:3]=1.C(N(CC)CC)C.[C:19](O[C:19]([O:21][C:22]([CH3:25])([CH3:24])[CH3:23])=[O:20])([O:21][C:22]([CH3:25])([CH3:24])[CH3:23])=[O:20], predict the reaction product. The product is: [C:22]([O:21][C:19]([NH:7][CH2:6][C:5]1[CH:8]=[CH:9][C:2]([F:1])=[CH:3][C:4]=1[S:10][CH3:11])=[O:20])([CH3:25])([CH3:24])[CH3:23].